Dataset: Forward reaction prediction with 1.9M reactions from USPTO patents (1976-2016). Task: Predict the product of the given reaction. (1) Given the reactants [C:1]1([C:7]2[N:8]=[C:9]([NH:12][CH2:13][CH2:14][CH2:15][N:16]3[CH2:21][CH2:20][NH:19][CH2:18][CH2:17]3)[S:10][CH:11]=2)[CH:6]=[CH:5][CH:4]=[CH:3][CH:2]=1.Cl[C:23]1[CH:28]=[CH:27][CH:26]=[C:25]([N+:29]([O-:31])=[O:30])[N:24]=1.C(N(C(C)C)CC)(C)C, predict the reaction product. The product is: [N+:29]([C:25]1[N:24]=[C:23]([N:19]2[CH2:20][CH2:21][N:16]([CH2:15][CH2:14][CH2:13][NH:12][C:9]3[S:10][CH:11]=[C:7]([C:1]4[CH:6]=[CH:5][CH:4]=[CH:3][CH:2]=4)[N:8]=3)[CH2:17][CH2:18]2)[CH:28]=[CH:27][CH:26]=1)([O-:31])=[O:30]. (2) Given the reactants [CH3:1][Mg]Cl.[Br:4][C:5]1[CH:6]=[CH:7][C:8]([C:11](N(OC)C)=[O:12])=[N:9][CH:10]=1, predict the reaction product. The product is: [Br:4][C:5]1[CH:6]=[CH:7][C:8]([C:11](=[O:12])[CH3:1])=[N:9][CH:10]=1.